This data is from Full USPTO retrosynthesis dataset with 1.9M reactions from patents (1976-2016). The task is: Predict the reactants needed to synthesize the given product. (1) Given the product [Cl:21][C:20]1[C:19]2[C:14](=[CH:15][CH:16]=[CH:17][CH:18]=2)[NH:13][C:12]=1[S:9]([C:6]1[CH:7]=[CH:8][C:3](=[O:2])[NH:4][N:5]=1)(=[O:11])=[O:10], predict the reactants needed to synthesize it. The reactants are: C[O:2][C:3]1[N:4]=[N:5][C:6]([S:9]([C:12]2[NH:13][C:14]3[C:19]([C:20]=2[Cl:21])=[CH:18][CH:17]=[CH:16][CH:15]=3)(=[O:11])=[O:10])=[CH:7][CH:8]=1.Cl. (2) Given the product [CH2:23]([N:25]([CH3:26])[C:20]([C:11]1[CH:12]=[C:13]([C:14]2[CH:19]=[CH:18][CH:17]=[CH:16][N:15]=2)[N:9]([C:6]2[CH:7]=[N:8][C:3]([O:2][CH3:1])=[CH:4][CH:5]=2)[N:10]=1)=[O:22])[CH3:24], predict the reactants needed to synthesize it. The reactants are: [CH3:1][O:2][C:3]1[N:8]=[CH:7][C:6]([N:9]2[C:13]([C:14]3[CH:19]=[CH:18][CH:17]=[CH:16][N:15]=3)=[CH:12][C:11]([C:20]([OH:22])=O)=[N:10]2)=[CH:5][CH:4]=1.[CH2:23]([NH:25][CH3:26])[CH3:24]. (3) Given the product [CH2:22]([O:1][CH:2]1[C:7]([O:8][CH3:9])([O:10][CH3:11])[CH2:6][CH2:5][N:4]([C:12]([O:14][C:15]([CH3:18])([CH3:17])[CH3:16])=[O:13])[CH2:3]1)[CH3:23], predict the reactants needed to synthesize it. The reactants are: [OH:1][CH:2]1[C:7]([O:10][CH3:11])([O:8][CH3:9])[CH2:6][CH2:5][N:4]([C:12]([O:14][C:15]([CH3:18])([CH3:17])[CH3:16])=[O:13])[CH2:3]1.[H-].[Na+].I[CH2:22][CH3:23]. (4) Given the product [CH2:26]([N:28]1[CH2:33][CH2:32][N:31]([C:19]([C:18]2[CH:22]=[CH:23][C:15]([N:12]3[C:13]([OH:14])=[C:9]([C:6]4[CH:7]=[CH:8][C:3]([C:1]#[N:2])=[C:4]([F:25])[C:5]=4[CH3:24])[CH:10]=[N:11]3)=[N:16][CH:17]=2)=[O:20])[CH2:30][C@H:29]1[CH3:34])[CH3:27], predict the reactants needed to synthesize it. The reactants are: [C:1]([C:3]1[CH:8]=[CH:7][C:6]([C:9]2[CH:10]=[N:11][N:12]([C:15]3[CH:23]=[CH:22][C:18]([C:19](O)=[O:20])=[CH:17][N:16]=3)[C:13]=2[OH:14])=[C:5]([CH3:24])[C:4]=1[F:25])#[N:2].[CH2:26]([N:28]1[CH2:33][CH2:32][NH:31][CH2:30][C@H:29]1[CH3:34])[CH3:27]. (5) Given the product [CH3:15][C:9]1[C:10]([CH3:14])=[CH:11][CH:12]=[CH:13][C:8]=1[C:6]1[N:5]=[C:4]([NH2:16])[N:3]=[C:2]([NH:25][CH:23]([CH3:24])[CH2:22][N:17]2[CH:21]=[CH:20][CH:19]=[N:18]2)[CH:7]=1, predict the reactants needed to synthesize it. The reactants are: Cl[C:2]1[CH:7]=[C:6]([C:8]2[CH:13]=[CH:12][CH:11]=[C:10]([CH3:14])[C:9]=2[CH3:15])[N:5]=[C:4]([NH2:16])[N:3]=1.[N:17]1([CH2:22][CH:23]([NH2:25])[CH3:24])[CH:21]=[CH:20][CH:19]=[N:18]1. (6) Given the product [NH2:1][C:2]1[C:7]([NH2:8])=[C:6]([Cl:11])[C:5]([Cl:12])=[CH:4][N:3]=1, predict the reactants needed to synthesize it. The reactants are: [NH2:1][C:2]1[C:7]([N+:8]([O-])=O)=[C:6]([Cl:11])[C:5]([Cl:12])=[CH:4][N:3]=1.[Cl-].[Ca+2].[Cl-]. (7) Given the product [Br:50][C:51]1[CH:52]=[CH:53][C:54]2[O:63][C:62]3[C:61](=[O:64])[NH:60][C:59]([C@@H:65]4[CH:69]=[CH:68][CH2:67][NH:66]4)=[N:58][C:57]=3[C:55]=2[CH:56]=1, predict the reactants needed to synthesize it. The reactants are: BrC1C=CC2OC3C(=O)NC(C4CCNCC4)=NC=3C=2C=1.BrC1C=CC2OC3C(=O)NC(C4CCN(C(OC(C)(C)C)=O)CC4)=NC=3C=2C=1.[Br:50][C:51]1[CH:52]=[CH:53][C:54]2[O:63][C:62]3[C:61](=[O:64])[NH:60][C:59]([C@@H:65]4[CH:69]=[CH:68][CH2:67][N:66]4C(OC(C)(C)C)=O)=[N:58][C:57]=3[C:55]=2[CH:56]=1. (8) The reactants are: Br[C:2]1[C:11]2[CH2:10][CH2:9][CH2:8][CH:7]([NH2:12])[C:6]=2[CH:5]=[N:4][CH:3]=1.[C:13]([C:15]1[CH:20]=[CH:19][C:18](B(O)O)=[CH:17][CH:16]=1)#[N:14].C([O-])([O-])=O.[Na+].[Na+].[Na+].[Cl-]. Given the product [NH2:12][CH:7]1[C:6]2[CH:5]=[N:4][CH:3]=[C:2]([C:18]3[CH:19]=[CH:20][C:15]([C:13]#[N:14])=[CH:16][CH:17]=3)[C:11]=2[CH2:10][CH2:9][CH2:8]1, predict the reactants needed to synthesize it. (9) Given the product [CH3:19][O:20][C:1]([C:13]1[CH:14]=[C:9]([CH:6]([CH3:8])[CH3:7])[C:10]([OH:18])=[C:11]([CH:15]([CH3:17])[CH3:16])[CH:12]=1)=[O:21], predict the reactants needed to synthesize it. The reactants are: [C:1](Cl)(Cl)(Cl)Cl.[CH:6]([C:9]1[CH:14]=[CH:13][CH:12]=[C:11]([CH:15]([CH3:17])[CH3:16])[C:10]=1[OH:18])([CH3:8])[CH3:7].[CH3:19][OH:20].[OH-:21].[Na+]. (10) Given the product [CH:1]1([NH:4][C:5]2[C:6]3[CH:11]=[CH:10][CH:9]=[C:8]([I:12])[C:7]=3[O:15][N:14]=2)[CH2:3][CH2:2]1, predict the reactants needed to synthesize it. The reactants are: [CH:1]1([NH:4][C:5](=[N:14][OH:15])[C:6]2[CH:11]=[CH:10][CH:9]=[C:8]([I:12])[C:7]=2F)[CH2:3][CH2:2]1.N12CCCN=C1CCCCC2.